Predict the product of the given reaction. From a dataset of Forward reaction prediction with 1.9M reactions from USPTO patents (1976-2016). (1) Given the reactants C(O[C@H](C)[C@H](NC(C1(CO)CCCN1C(OC(C)(C)C)=O)=O)C(=O)N1CCCC1)(=[O:3])C.[C:32]1([P:38]([C:45]2[CH:50]=[CH:49][CH:48]=[CH:47][CH:46]=2)[C:39]2[CH:44]=[CH:43][CH:42]=[CH:41][CH:40]=2)[CH:37]=[CH:36][CH:35]=[CH:34][CH:33]=1, predict the reaction product. The product is: [CH:48]1[CH:49]=[CH:50][C:45]([P:38]([C:32]2[CH:33]=[CH:34][CH:35]=[CH:36][CH:37]=2)([C:39]2[CH:44]=[CH:43][CH:42]=[CH:41][CH:40]=2)=[O:3])=[CH:46][CH:47]=1. (2) Given the reactants Cl[CH2:2][C:3]1[CH:7]=[C:6]([C:8]2[CH:13]=[CH:12][C:11]([C:14]([F:17])([F:16])[F:15])=[CH:10][CH:9]=2)[O:5][N:4]=1.C[O:19][C:20](=[O:33])[CH2:21][O:22][C:23]1[CH:28]=[C:27]([O:29][CH3:30])[C:26]([SH:31])=[CH:25][C:24]=1[CH3:32], predict the reaction product. The product is: [CH3:30][O:29][C:27]1[C:26]([S:31][CH2:2][C:3]2[CH:7]=[C:6]([C:8]3[CH:13]=[CH:12][C:11]([C:14]([F:17])([F:16])[F:15])=[CH:10][CH:9]=3)[O:5][N:4]=2)=[CH:25][C:24]([CH3:32])=[C:23]([CH:28]=1)[O:22][CH2:21][C:20]([OH:33])=[O:19]. (3) Given the reactants [C:1]([C:5]1[C:6]([O:28][CH3:29])=[C:7]([CH:18]=[C:19]([C:21]2[C:22](=[O:27])[NH:23][CH:24]=[CH:25][CH:26]=2)[CH:20]=1)[C:8]([C:10]1[CH:11]=[C:12]([CH:15]=[CH:16][CH:17]=1)[C:13]#[N:14])=[O:9])([CH3:4])([CH3:3])[CH3:2], predict the reaction product. The product is: [NH2:14][CH2:13][C:12]1[CH:11]=[C:10]([CH:17]=[CH:16][CH:15]=1)[C:8]([C:7]1[CH:18]=[C:19]([C:21]2[C:22](=[O:27])[NH:23][CH:24]=[CH:25][CH:26]=2)[CH:20]=[C:5]([C:1]([CH3:4])([CH3:3])[CH3:2])[C:6]=1[O:28][CH3:29])=[O:9]. (4) Given the reactants C([O:5][C:6]1[CH:38]=[CH:37][CH:36]=[CH:35][C:7]=1[CH2:8][N:9]([CH2:20][CH2:21][CH2:22][N:23]1[CH2:28][CH2:27][CH:26]([C:29]2[CH:34]=[CH:33][CH:32]=[CH:31][CH:30]=2)[CH2:25][CH2:24]1)[CH2:10][CH2:11][NH:12]C(=O)OC(C)(C)C)(C)(C)C, predict the reaction product. The product is: [NH2:12][CH2:11][CH2:10][N:9]([CH2:8][C:7]1[CH:35]=[CH:36][CH:37]=[CH:38][C:6]=1[OH:5])[CH2:20][CH2:21][CH2:22][N:23]1[CH2:28][CH2:27][CH:26]([C:29]2[CH:30]=[CH:31][CH:32]=[CH:33][CH:34]=2)[CH2:25][CH2:24]1. (5) Given the reactants [O:1]=[C:2]1[N:6]([C:7]2[CH:17]=[CH:16][C:10]3[CH2:11][CH2:12][NH:13][CH2:14][CH2:15][C:9]=3[CH:8]=2)[CH2:5][C@H:4]([NH:18][C:19](=[O:28])[O:20][CH2:21][C:22]2[CH:27]=[CH:26][CH:25]=[CH:24][CH:23]=2)[CH2:3]1.C=O.[C:31](O[BH-](OC(=O)C)OC(=O)C)(=O)C.[Na+].C(=O)([O-])O.[Na+], predict the reaction product. The product is: [CH3:31][N:13]1[CH2:14][CH2:15][C:9]2[CH:8]=[C:7]([N:6]3[C:2](=[O:1])[CH2:3][C@@H:4]([NH:18][C:19](=[O:28])[O:20][CH2:21][C:22]4[CH:23]=[CH:24][CH:25]=[CH:26][CH:27]=4)[CH2:5]3)[CH:17]=[CH:16][C:10]=2[CH2:11][CH2:12]1. (6) Given the reactants [NH2:1][C@H:2]([C:9]([OH:11])=[O:10])[CH2:3][C:4]1[N:8]=[CH:7][NH:6][CH:5]=1.[C:12]1([CH2:18][C:19](Cl)=[O:20])[CH:17]=[CH:16][CH:15]=[CH:14][CH:13]=1.[OH-].[Na+], predict the reaction product. The product is: [NH2:1][C@@H:2]([CH2:3][C:4]1[N:8]([C:19](=[O:20])[CH2:18][C:12]2[CH:17]=[CH:16][CH:15]=[CH:14][CH:13]=2)[CH:7]=[N:6][CH:5]=1)[C:9]([OH:11])=[O:10]. (7) Given the reactants [Br:1][C:2]1[N:3]=[C:4]2[C:10]([C:11]([OH:13])=O)=[CH:9][N:8]([CH2:14][O:15][CH2:16][CH2:17][Si:18]([CH3:21])([CH3:20])[CH3:19])[C:5]2=[N:6][CH:7]=1.[CH3:22][O:23][CH2:24][C@@H:25]([NH2:27])[CH3:26].CN(C(ON1N=NC2C=CC=NC1=2)=[N+](C)C)C.F[P-](F)(F)(F)(F)F.CCN(C(C)C)C(C)C, predict the reaction product. The product is: [CH3:22][O:23][CH2:24][C@@H:25]([NH:27][C:11]([C:10]1[C:4]2[C:5](=[N:6][CH:7]=[C:2]([Br:1])[N:3]=2)[N:8]([CH2:14][O:15][CH2:16][CH2:17][Si:18]([CH3:21])([CH3:20])[CH3:19])[CH:9]=1)=[O:13])[CH3:26].